Dataset: Full USPTO retrosynthesis dataset with 1.9M reactions from patents (1976-2016). Task: Predict the reactants needed to synthesize the given product. Given the product [NH2:9][C:6]1[CH:5]=[CH:4][C:3]([CH2:12][C:13]#[N:14])=[C:2]([Br:1])[C:7]=1[Cl:8], predict the reactants needed to synthesize it. The reactants are: [Br:1][C:2]1[C:7]([Cl:8])=[C:6]([N+:9]([O-])=O)[CH:5]=[CH:4][C:3]=1[CH2:12][C:13]#[N:14].C([O-])(O)=O.[Na+].